Predict the reactants needed to synthesize the given product. From a dataset of Full USPTO retrosynthesis dataset with 1.9M reactions from patents (1976-2016). (1) Given the product [Br:1][C:2]1[CH:11]=[CH:10][C:9]2[O:8][CH2:7][C:6]3[CH:12]=[C:13]([C:15]([OH:17])=[O:16])[S:14][C:5]=3[C:4]=2[CH:3]=1, predict the reactants needed to synthesize it. The reactants are: [Br:1][C:2]1[CH:11]=[CH:10][C:9]2[O:8][CH2:7][C:6]3[CH:12]=[C:13]([C:15]([O:17]C)=[O:16])[S:14][C:5]=3[C:4]=2[CH:3]=1.[OH-].[K+]. (2) Given the product [F:14][C:15]1[CH:24]=[CH:23][C:22]([F:25])=[C:21]2[C:16]=1[C:17]1([S:31]([C:34]3[CH:35]=[CH:36][C:37]([C:40]([F:43])([F:41])[F:42])=[CH:38][CH:39]=3)(=[O:33])=[O:32])[CH2:29][CH2:28][C:27](=[CH:5][C:3]#[N:4])[CH2:26][CH:18]1[CH2:19][O:20]2, predict the reactants needed to synthesize it. The reactants are: [H-].[Na+].[C:3]([CH2:5]P(=O)(OCC)OCC)#[N:4].[F:14][C:15]1[CH:24]=[CH:23][C:22]([F:25])=[C:21]2[C:16]=1[C:17]1([S:31]([C:34]3[CH:39]=[CH:38][C:37]([C:40]([F:43])([F:42])[F:41])=[CH:36][CH:35]=3)(=[O:33])=[O:32])[CH2:29][CH2:28][C:27](=O)[CH2:26][CH:18]1[CH2:19][O:20]2.[NH4+].[Cl-].